The task is: Predict the reactants needed to synthesize the given product.. This data is from Full USPTO retrosynthesis dataset with 1.9M reactions from patents (1976-2016). Given the product [CH2:1]([O:8][CH2:9][CH2:10][N:11]1[C:17](=[O:18])[C@@H:16]([NH:19][C:20](=[O:27])[C@:21]([F:26])([CH3:25])[C:22]([NH:39][CH2:38][C:37]([F:44])([F:36])[C:40]([F:43])([F:42])[F:41])=[O:24])[C:15]2[CH:28]=[CH:29][CH:30]=[CH:31][C:14]=2[C:13]2[CH:32]=[CH:33][CH:34]=[CH:35][C:12]1=2)[C:2]1[CH:3]=[CH:4][CH:5]=[CH:6][CH:7]=1, predict the reactants needed to synthesize it. The reactants are: [CH2:1]([O:8][CH2:9][CH2:10][N:11]1[C:17](=[O:18])[C@@H:16]([NH:19][C:20](=[O:27])[C@:21]([F:26])([CH3:25])[C:22]([OH:24])=O)[C:15]2[CH:28]=[CH:29][CH:30]=[CH:31][C:14]=2[C:13]2[CH:32]=[CH:33][CH:34]=[CH:35][C:12]1=2)[C:2]1[CH:7]=[CH:6][CH:5]=[CH:4][CH:3]=1.[F:36][C:37]([F:44])([C:40]([F:43])([F:42])[F:41])[CH2:38][NH2:39].